Dataset: Full USPTO retrosynthesis dataset with 1.9M reactions from patents (1976-2016). Task: Predict the reactants needed to synthesize the given product. (1) Given the product [C:8]([C:5]1[N:6]=[N:7][C:2]([NH:22][C@@H:23]2[CH2:28][CH2:27][O:26][CH2:25][C@@H:24]2[NH:29][C:30](=[O:36])[O:31][C:32]([CH3:34])([CH3:33])[CH3:35])=[CH:3][C:4]=1[NH:11][C:12]1[CH:17]=[CH:16][C:15]([F:18])=[C:14]([CH:19]([CH3:21])[CH3:20])[N:13]=1)(=[O:9])[NH2:10], predict the reactants needed to synthesize it. The reactants are: Cl[C:2]1[N:7]=[N:6][C:5]([C:8]([NH2:10])=[O:9])=[C:4]([NH:11][C:12]2[CH:17]=[CH:16][C:15]([F:18])=[C:14]([CH:19]([CH3:21])[CH3:20])[N:13]=2)[CH:3]=1.[NH2:22][C@@H:23]1[CH2:28][CH2:27][O:26][CH2:25][C@@H:24]1[NH:29][C:30](=[O:36])[O:31][C:32]([CH3:35])([CH3:34])[CH3:33]. (2) Given the product [Br:3][C:4]1[C:13]2[C:8](=[CH:9][CH:10]=[CH:11][CH:12]=2)[CH:7]=[CH:6][C:5]=1[CH:14]=[CH:19][CH3:20], predict the reactants needed to synthesize it. The reactants are: [H-].[Na+].[Br:3][C:4]1[C:13]2[C:8](=[CH:9][CH:10]=[CH:11][CH:12]=2)[CH:7]=[CH:6][C:5]=1[CH:14]=O.[Cl-].[NH4+].O1CC[CH2:20][CH2:19]1. (3) Given the product [F:26][C:21]1[CH:20]=[C:19]([O:18][CH:16]2[CH2:2][CH2:17]2)[CH:24]=[C:23]([F:25])[CH:22]=1, predict the reactants needed to synthesize it. The reactants are: [Zn](CC)[CH2:2]C.FC(F)(F)C(O)=O.ICI.[CH:16]([O:18][C:19]1[CH:24]=[C:23]([F:25])[CH:22]=[C:21]([F:26])[CH:20]=1)=[CH2:17]. (4) Given the product [CH3:1][O:2][C:3]1[CH:12]=[C:11]2[C:6]([CH:7]=[CH:8][C:9](=[O:36])[N:10]2[CH2:13][CH2:14][CH2:15][C:16]2([C:31]([OH:33])=[O:32])[CH2:21][CH2:20][N:19]([CH2:22]/[CH:23]=[CH:24]/[C:25]3[CH:30]=[CH:29][CH:28]=[CH:27][CH:26]=3)[CH2:18][CH2:17]2)=[CH:5][CH:4]=1, predict the reactants needed to synthesize it. The reactants are: [CH3:1][O:2][C:3]1[CH:12]=[C:11]2[C:6]([CH:7]=[CH:8][C:9](=[O:36])[N:10]2[CH2:13][CH2:14][CH2:15][C:16]2([C:31]([O:33]CC)=[O:32])[CH2:21][CH2:20][N:19]([CH2:22]/[CH:23]=[CH:24]/[C:25]3[CH:30]=[CH:29][CH:28]=[CH:27][CH:26]=3)[CH2:18][CH2:17]2)=[CH:5][CH:4]=1.[OH-].[Na+]. (5) Given the product [CH3:1][C:2]1([CH3:24])[CH2:11][C:10]2[C:5](=[C:6]3[CH2:15][C:14]([CH3:16])([CH3:17])[O:13][C:7]3=[C:8]([O:12][S:27]([C:26]([F:39])([F:38])[F:25])(=[O:29])=[O:28])[CH:9]=2)[C:4]([C:18]2[CH:19]=[CH:20][CH:21]=[CH:22][CH:23]=2)=[N:3]1, predict the reactants needed to synthesize it. The reactants are: [CH3:1][C:2]1([CH3:24])[CH2:11][C:10]2[C:5](=[C:6]3[CH2:15][C:14]([CH3:17])([CH3:16])[O:13][C:7]3=[C:8]([OH:12])[CH:9]=2)[C:4]([C:18]2[CH:23]=[CH:22][CH:21]=[CH:20][CH:19]=2)=[N:3]1.[F:25][C:26]([F:39])([F:38])[S:27](O[S:27]([C:26]([F:39])([F:38])[F:25])(=[O:29])=[O:28])(=[O:29])=[O:28].O. (6) The reactants are: [Ca:1].Cl.C(=O)([O-])[O-].[Na+].[Na+].[P:9]([O-:13])([O-:12])([OH:11])=[O:10].[Na+].[Na+]. Given the product [P:9]([O-:13])([O-:12])([O-:11])=[O:10].[Ca+2:1].[P:9]([O-:13])([O-:12])([O-:11])=[O:10].[Ca+2:1].[Ca+2:1], predict the reactants needed to synthesize it. (7) Given the product [CH3:15][N:3]1[C:4](=[O:14])[CH:5]=[C:6]([C:8]2[CH:13]=[CH:12][N:11]=[CH:10][N:9]=2)[N:7]=[C:2]1[N:23]1[CH2:22][CH2:21][CH2:20][O:19][CH:18]([CH3:17])[CH2:24]1, predict the reactants needed to synthesize it. The reactants are: Cl[C:2]1[N:3]([CH3:15])[C:4](=[O:14])[CH:5]=[C:6]([C:8]2[CH:13]=[CH:12][N:11]=[CH:10][N:9]=2)[N:7]=1.Cl.[CH3:17][CH:18]1[CH2:24][NH:23][CH2:22][CH2:21][CH2:20][O:19]1.C(N(CC)CC)C. (8) Given the product [CH2:14]([NH:13][C:2]1[N:7]=[C:6]([NH:8][C:9]([C:11]2[CH:15]=[C:14]([C:16]3[CH:21]=[CH:20][C:19]([F:22])=[CH:18][CH:17]=3)[N:13]([CH:23]3[CH2:28][CH2:27][CH2:26][CH2:25][O:24]3)[N:12]=2)=[O:10])[CH:5]=[CH:4][CH:3]=1)[C:16]1[CH:21]=[CH:20][CH:19]=[CH:18][CH:17]=1, predict the reactants needed to synthesize it. The reactants are: Br[C:2]1[N:7]=[C:6]([NH:8][C:9]([C:11]2[CH:15]=[C:14]([C:16]3[CH:21]=[CH:20][C:19]([F:22])=[CH:18][CH:17]=3)[N:13]([CH:23]3[CH2:28][CH2:27][CH2:26][CH2:25][O:24]3)[N:12]=2)=[O:10])[CH:5]=[CH:4][CH:3]=1. (9) The reactants are: Cl[C:2]1[CH:7]=[CH:6][N:5]=[C:4]([NH2:8])[C:3]=1I.[NH2:10][C:11]1[CH:12]=[C:13]([OH:17])[CH:14]=[CH:15][CH:16]=1.[CH2:18]([O:25][C:26]1[CH:31]=[CH:30][C:29](B(O)O)=[CH:28][CH:27]=1)[C:19]1[CH:24]=[CH:23][CH:22]=[CH:21][CH:20]=1.Cl.[CH3:36][N:37]([CH3:44])[CH2:38]/[CH:39]=[CH:40]/[C:41](O)=[O:42]. Given the product [NH2:8][C:4]1[C:3]([C:29]2[CH:30]=[CH:31][C:26]([O:25][CH2:18][C:19]3[CH:24]=[CH:23][CH:22]=[CH:21][CH:20]=3)=[CH:27][CH:28]=2)=[C:2]([O:17][C:13]2[CH:12]=[C:11]([NH:10][C:41](=[O:42])/[CH:40]=[CH:39]/[CH2:38][N:37]([CH3:44])[CH3:36])[CH:16]=[CH:15][CH:14]=2)[CH:7]=[CH:6][N:5]=1, predict the reactants needed to synthesize it.